This data is from Reaction yield outcomes from USPTO patents with 853,638 reactions. The task is: Predict the reaction yield, written as a fraction of the theoretical maximum amount of product (1.0 means a 100% yield; for example, 0.34 means a 34% yield). (1) The yield is 0.270. The product is [OH:42][C@@H:4]1[CH2:5][C@H:6]([N:8]2[C:13](=[O:14])[C:12]([CH2:15][C:16]3[CH:17]=[CH:18][C:19]([C:22]4[C:23]([C:28]#[N:29])=[CH:24][CH:25]=[CH:26][CH:27]=4)=[CH:20][CH:21]=3)=[C:11]([CH2:30][CH2:31][CH3:32])[N:10]3[N:33]=[CH:34][N:35]=[C:9]23)[CH2:7]1. The reactants are C([C@@H:4]1[CH2:7][C@H:6]([N:8]2[C:13](=[O:14])[C:12]([CH2:15][C:16]3[CH:21]=[CH:20][C:19]([C:22]4[C:23]([C:28]#[N:29])=[CH:24][CH:25]=[CH:26][CH:27]=4)=[CH:18][CH:17]=3)=[C:11]([CH2:30][CH2:31][CH3:32])[N:10]3[N:33]=[CH:34][N:35]=[C:9]23)[CH2:5]1)(=O)C.O.OO.FC(F)(F)C(OC(=O)C(F)(F)F)=[O:42].C(=O)([O-])O.[Na+].S([O-])([O-])(=O)=S.[Na+].[Na+]. The catalyst is C(Cl)(Cl)Cl. (2) The reactants are [C:1]([N:8]1[CH2:13][CH:12]([CH3:14])[CH2:11][N:10]=[C:9]1[C:15]1[CH:20]=[CH:19][C:18]([N+:21]([O-])=O)=[CH:17][CH:16]=1)([O:3][C:4]([CH3:7])([CH3:6])[CH3:5])=[O:2].O.NN. The catalyst is C(O)C.[Ni]. The product is [C:1]([N:8]1[CH2:13][CH:12]([CH3:14])[CH2:11][N:10]=[C:9]1[C:15]1[CH:16]=[CH:17][C:18]([NH2:21])=[CH:19][CH:20]=1)([O:3][C:4]([CH3:7])([CH3:5])[CH3:6])=[O:2]. The yield is 0.990. (3) The reactants are Br[C:2]1[CH:7]=[CH:6][CH:5]=[CH:4][N:3]=1.Br[C:9]([F:16])([F:15])[C:10]([O:12][CH2:13][CH3:14])=[O:11].O. The catalyst is CS(C)=O.[Cu]. The product is [F:15][C:9]([F:16])([C:2]1[CH:7]=[CH:6][CH:5]=[CH:4][N:3]=1)[C:10]([O:12][CH2:13][CH3:14])=[O:11]. The yield is 0.860.